Dataset: Full USPTO retrosynthesis dataset with 1.9M reactions from patents (1976-2016). Task: Predict the reactants needed to synthesize the given product. (1) Given the product [CH2:41]([O:40][C:38]([NH:8][C@@H:9]([CH2:14][C:15]1[CH:20]=[CH:19][C:18]([CH:21]2[S:25](=[O:27])(=[O:26])[NH:24][C:23](=[O:28])[CH2:22]2)=[C:17]([CH3:29])[CH:16]=1)[C:10]([OH:12])=[O:11])=[O:39])[C:42]1[CH:47]=[CH:46][CH:45]=[CH:44][CH:43]=1, predict the reactants needed to synthesize it. The reactants are: FC(F)(F)C(O)=O.[NH2:8][C@@H:9]([CH2:14][C:15]1[CH:20]=[CH:19][C:18]([CH:21]2[S:25](=[O:27])(=[O:26])[NH:24][C:23](=[O:28])[CH2:22]2)=[C:17]([CH3:29])[CH:16]=1)[C:10]([O:12]C)=[O:11].C(N(CC)CC)C.Cl[C:38]([O:40][CH2:41][C:42]1[CH:47]=[CH:46][CH:45]=[CH:44][CH:43]=1)=[O:39].[OH-].[Li+].Cl. (2) Given the product [OH:8][C:9]1[CH:10]=[CH:11][C:12]([CH2:15][CH2:16][C:17]([O:19][C:20]([CH3:23])([CH3:22])[CH3:21])=[O:18])=[CH:13][CH:14]=1, predict the reactants needed to synthesize it. The reactants are: C([O:8][C:9]1[CH:14]=[CH:13][C:12](/[CH:15]=[CH:16]/[C:17]([O:19][C:20]([CH3:23])([CH3:22])[CH3:21])=[O:18])=[CH:11][CH:10]=1)C1C=CC=CC=1.C(O)C. (3) Given the product [Cl:10][C:11]1[S:12][C:13]([C:16]2[NH:25][C:24]3[CH:23]=[CH:22][C:21]([CH2:26][C:27]([O:29][CH2:30][CH3:31])=[O:28])=[CH:20][C:19]=3[N:18]=2)=[CH:14][CH:15]=1, predict the reactants needed to synthesize it. The reactants are: S(OS([O-])=O)([O-])=O.[Na+].[Na+].[Cl:10][C:11]1[S:12][C:13]([CH:16]=O)=[CH:14][CH:15]=1.[NH2:18][C:19]1[CH:20]=[C:21]([CH2:26][C:27]([O:29][CH2:30][CH3:31])=[O:28])[CH:22]=[CH:23][C:24]=1[NH2:25].O. (4) Given the product [CH2:29]([C:2]1[C:14]2[CH:13]=[CH:12][CH:11]=[CH:10][C:9]=2[C:8]2[C:7]3[C:15]4[C:20]([C:21]([CH2:9][CH2:14][CH2:2][CH2:3][CH2:4][CH2:8][CH2:7][CH2:6][CH2:22][CH2:21][CH2:27][CH3:28])=[CH:22][C:6]=3[O:5][C:4]=2[CH:3]=1)=[CH:19][CH:18]=[CH:17][CH:16]=4)[CH2:30][CH2:31][CH2:32][CH2:33][CH2:34][CH2:35][CH2:36][CH2:37][CH2:38][CH2:39][CH3:40], predict the reactants needed to synthesize it. The reactants are: Br[C:2]1[C:14]2[CH:13]=[CH:12][CH:11]=[CH:10][C:9]=2[C:8]2[C:7]3[C:15]4[C:20]([C:21](Br)=[CH:22][C:6]=3[O:5][C:4]=2[CH:3]=1)=[CH:19][CH:18]=[CH:17][CH:16]=4.C(O[CH2:27][CH3:28])C.[CH2:29]([Mg]Br)[CH2:30][CH2:31][CH2:32][CH2:33][CH2:34][CH2:35][CH2:36][CH2:37][CH2:38][CH2:39][CH3:40].Cl. (5) Given the product [CH2:1]([O:3][C:4]([C:6]1[C:7]([CH3:16])=[C:8]2[N:13]([CH:14]=1)[N:12]=[CH:11][N:10]=[C:9]2[Cl:19])=[O:5])[CH3:2], predict the reactants needed to synthesize it. The reactants are: [CH2:1]([O:3][C:4]([C:6]1[C:7]([CH3:16])=[C:8]2[N:13]([CH:14]=1)[N:12]=[CH:11][N:10]=[C:9]2O)=[O:5])[CH3:2].P(Cl)(Cl)([Cl:19])=O.C(N(C(C)C)CC)(C)C.OP([O-])([O-])=O.[K+].[K+]. (6) Given the product [F:1][C:2]1[C:7]([O:8][CH2:9][O:10][CH3:11])=[CH:6][N:5]=[C:4]([C:12]([O:34][CH3:30])=[O:13])[CH:3]=1, predict the reactants needed to synthesize it. The reactants are: [F:1][C:2]1[C:7]([O:8][CH2:9][O:10][CH3:11])=[CH:6][N:5]=[C:4]([CH:12]=[O:13])[CH:3]=1.P([O-])(O)(O)=O.[Na+].CC(=CC)C.Cl([O-])=O.[Na+].Cl.[C:30]([OH:34])(C)(C)C. (7) Given the product [CH3:3][O:4][C:5]1[CH:6]=[C:7]([N:14]2[CH2:15][CH2:16][CH:17]([N:20]3[CH2:21][CH2:22][N:23]([CH2:26][CH2:27][S:28]([CH3:31])(=[O:29])=[O:30])[CH2:24][CH2:25]3)[CH2:18][CH2:19]2)[CH:8]=[CH:9][C:10]=1[NH2:11], predict the reactants needed to synthesize it. The reactants are: [BH4-].[Na+].[CH3:3][O:4][C:5]1[CH:6]=[C:7]([N:14]2[CH2:19][CH2:18][CH:17]([N:20]3[CH2:25][CH2:24][N:23]([CH2:26][CH2:27][S:28]([CH3:31])(=[O:30])=[O:29])[CH2:22][CH2:21]3)[CH2:16][CH2:15]2)[CH:8]=[CH:9][C:10]=1[N+:11]([O-])=O.CO.